This data is from Reaction yield outcomes from USPTO patents with 853,638 reactions. The task is: Predict the reaction yield, written as a fraction of the theoretical maximum amount of product (1.0 means a 100% yield; for example, 0.34 means a 34% yield). The reactants are Cl.[CH3:2][NH:3][O:4][CH3:5].[O:6]=[C:7]1[CH2:10][CH:9]([C:11]([OH:13])=O)[CH2:8]1.Cl.CN(C)CCCN=C=NCC.ON1C2C=CC=CC=2N=N1.C(N(CC)CC)C. The catalyst is ClCCl. The product is [CH3:5][O:4][N:3]([CH3:2])[C:11]([CH:9]1[CH2:8][C:7](=[O:6])[CH2:10]1)=[O:13]. The yield is 0.780.